Dataset: Forward reaction prediction with 1.9M reactions from USPTO patents (1976-2016). Task: Predict the product of the given reaction. (1) Given the reactants C([C:3]1[CH:8]=[CH:7][C:6]([C:9]2[CH:14]=[CH:13][CH:12]=[C:11]([C:15]#[N:16])[CH:10]=2)=[CH:5][C:4]=1[B:17]1[O:21]C(C)(C)[C:19](C)(C)[O:18]1)=O.[BH4-].[Na+], predict the reaction product. The product is: [OH:21][B:17]1[C:4]2[CH:5]=[C:6]([C:9]3[CH:10]=[C:11]([CH:12]=[CH:13][CH:14]=3)[C:15]#[N:16])[CH:7]=[CH:8][C:3]=2[CH2:19][O:18]1. (2) Given the reactants ClC1C=C(C=CC=1Cl)OC1CCN(S(C2C(C)=NN(C)C=2C)(=O)=O)CC1.[Cl:27][C:28]1[N:32]([CH3:33])[N:31]=[C:30]([CH3:34])[C:29]=1[S:35](Cl)(=[O:37])=[O:36].Cl.[Cl:40][C:41]1[CH:53]=[CH:52][C:44]([CH2:45][CH:46]2[CH2:51][CH2:50][NH:49][CH2:48][CH2:47]2)=[CH:43][CH:42]=1, predict the reaction product. The product is: [Cl:27][C:28]1[N:32]([CH3:33])[N:31]=[C:30]([CH3:34])[C:29]=1[S:35]([N:49]1[CH2:50][CH2:51][CH:46]([CH2:45][C:44]2[CH:43]=[CH:42][C:41]([Cl:40])=[CH:53][CH:52]=2)[CH2:47][CH2:48]1)(=[O:37])=[O:36]. (3) The product is: [Br:6][C:7]1[C:15]2[S:14][C:13]([CH2:16][OH:17])=[C:12]([CH3:19])[C:11]=2[CH:10]=[CH:9][CH:8]=1. Given the reactants C1COCC1.[Br:6][C:7]1[C:15]2[S:14][C:13]([C:16](O)=[O:17])=[C:12]([CH3:19])[C:11]=2[CH:10]=[CH:9][CH:8]=1, predict the reaction product. (4) Given the reactants [C:1]([O:5][C:6]([N:8]1[CH2:13][CH2:12][N:11]([C:14]2[N:19]=[CH:18][C:17]([C:20]([O:22]CC)=[O:21])=[CH:16][N:15]=2)[CH2:10][CH2:9]1)=[O:7])([CH3:4])([CH3:3])[CH3:2].[OH-].[Na+].Cl, predict the reaction product. The product is: [C:1]([O:5][C:6]([N:8]1[CH2:9][CH2:10][N:11]([C:14]2[N:19]=[CH:18][C:17]([C:20]([OH:22])=[O:21])=[CH:16][N:15]=2)[CH2:12][CH2:13]1)=[O:7])([CH3:4])([CH3:2])[CH3:3]. (5) Given the reactants [Cl:1][C:2]1[C:3](Cl)=[N:4][C:5]([CH2:13][N:14]2[CH2:18][CH2:17][CH2:16][C:15]2=[O:19])=[C:6]([CH:12]=1)[C:7]([O:9][CH2:10][CH3:11])=[O:8].[C:21]([OH:27])([C:23](F)(F)F)=[O:22], predict the reaction product. The product is: [Cl:1][C:2]1[C:3]([N:4]2[CH2:5][CH2:6][CH:23]([C:21]([OH:27])=[O:22])[CH2:2][CH2:3]2)=[N:4][C:5]([CH2:13][N:14]2[CH2:18][CH2:17][CH2:16][C:15]2=[O:19])=[C:6]([C:7]([O:9][CH2:10][CH3:11])=[O:8])[CH:12]=1.